From a dataset of Full USPTO retrosynthesis dataset with 1.9M reactions from patents (1976-2016). Predict the reactants needed to synthesize the given product. (1) Given the product [CH:1]1([CH:4]([N:8]2[CH:12]=[C:11]([C:13]3[N:18]4[CH:19]=[CH:20][N:21]=[C:17]4[CH:16]=[C:15]([C:22]4[CH:31]=[C:30]5[C:25]([CH2:26][CH2:27][N:28]([CH3:34])[CH2:29]5)=[CH:24][CH:23]=4)[N:14]=3)[CH:10]=[N:9]2)[CH2:5][C:6]#[N:7])[CH2:3][CH2:2]1, predict the reactants needed to synthesize it. The reactants are: [CH:1]1([CH:4]([N:8]2[CH:12]=[C:11]([C:13]3[N:18]4[CH:19]=[CH:20][N:21]=[C:17]4[CH:16]=[C:15]([C:22]4[CH:31]=[C:30]5[C:25]([CH2:26][CH2:27][NH:28][CH2:29]5)=[CH:24][CH:23]=4)[N:14]=3)[CH:10]=[N:9]2)[CH2:5][C:6]#[N:7])[CH2:3][CH2:2]1.C=O.[C:34](O[BH-](OC(=O)C)OC(=O)C)(=O)C.[Na+]. (2) Given the product [C:26]([O:25][C:24]([N:23]([CH3:31])[CH:20]1[CH2:19][CH2:18][CH:17]([O:16][C:7]2[C:6]3[C:5]4[C@H:4]([CH2:3][C:2]([OH:33])=[O:1])[CH2:15][CH2:14][C:13]=4[S:12][C:11]=3[N:10]=[CH:9][N:8]=2)[CH2:22][CH2:21]1)=[O:30])([CH3:28])([CH3:27])[CH3:29], predict the reactants needed to synthesize it. The reactants are: [OH:1][CH2:2][CH2:3][C@@H:4]1[CH2:15][CH2:14][C:13]2[S:12][C:11]3[N:10]=[CH:9][N:8]=[C:7]([O:16][CH:17]4[CH2:22][CH2:21][CH:20]([N:23]([CH3:31])[C:24](=[O:30])[O:25][C:26]([CH3:29])([CH3:28])[CH3:27])[CH2:19][CH2:18]4)[C:6]=3[C:5]1=2.[Cr](O[Cr]([O-])(=O)=O)([O-])(=O)=[O:33].[NH+]1C=CC=CC=1.[NH+]1C=CC=CC=1. (3) Given the product [NH2:21][C:22]1[C:27]([CH3:28])=[CH:26][C:25]([S:29][C:3]2[C:4](=[O:20])[O:5][C:6]([CH2:11][CH2:12][C:13]3[CH:17]=[CH:16][S:15][C:14]=3[CH2:18][OH:19])([CH:8]([CH3:9])[CH3:10])[CH2:7][C:2]=2[OH:1])=[C:24]([C:40]([CH3:43])([CH3:42])[CH3:41])[CH:23]=1, predict the reactants needed to synthesize it. The reactants are: [OH:1][C:2]1[CH2:7][C:6]([CH2:11][CH2:12][C:13]2[CH:17]=[CH:16][S:15][C:14]=2[CH2:18][OH:19])([CH:8]([CH3:10])[CH3:9])[O:5][C:4](=[O:20])[CH:3]=1.[NH2:21][C:22]1[C:27]([CH3:28])=[CH:26][C:25]([S:29]S(C2C=CC(C)=CC=2)(=O)=O)=[C:24]([C:40]([CH3:43])([CH3:42])[CH3:41])[CH:23]=1.CCN(CC)CC. (4) Given the product [CH3:1][O:2][C:3](=[O:23])[C:4]1[CH:9]=[CH:8][C:7]([CH2:10][N:11]2[CH:20]=[CH:19][C:18]3[C:13](=[CH:14][C:15]([C:32]#[C:31][CH2:30][C:24]4[CH:29]=[CH:28][CH:27]=[CH:26][CH:25]=4)=[CH:16][CH:17]=3)[C:12]2=[O:22])=[CH:6][CH:5]=1, predict the reactants needed to synthesize it. The reactants are: [CH3:1][O:2][C:3](=[O:23])[C:4]1[CH:9]=[CH:8][C:7]([CH2:10][N:11]2[CH:20]=[CH:19][C:18]3[C:13](=[CH:14][C:15](Br)=[CH:16][CH:17]=3)[C:12]2=[O:22])=[CH:6][CH:5]=1.[C:24]1([CH2:30][C:31]#[CH:32])[CH:29]=[CH:28][CH:27]=[CH:26][CH:25]=1.C(N(CC)CC)C. (5) Given the product [Cl:1][C:2]1[C:7]2=[N:8][CH:9]=[C:10]([O:12][CH2:13][C:14]#[C:23][CH2:22][CH3:29])[N:11]=[C:6]2[CH:5]=[CH:4][N:3]=1, predict the reactants needed to synthesize it. The reactants are: [Cl:1][C:2]1[C:7]2=[N:8][CH:9]=[C:10]([O:12][CH2:13][C:14]3OC=CN=3)[N:11]=[C:6]2[CH:5]=[CH:4][N:3]=1.ClC1N=[C:22]2[CH:29]=CN=C(Cl)[C:23]2=NC=1.C(O)C#CCC. (6) Given the product [CH3:1][O:2][C:3]1[CH:8]=[CH:7][C:6]([N+:9]([O-:11])=[O:10])=[CH:5][C:4]=1[N:12]([CH3:26])[CH:13]1[CH2:18][CH2:17][NH:16][CH2:15][CH2:14]1, predict the reactants needed to synthesize it. The reactants are: [CH3:1][O:2][C:3]1[CH:8]=[CH:7][C:6]([N+:9]([O-:11])=[O:10])=[CH:5][C:4]=1[N:12]([CH3:26])[CH:13]1[CH2:18][CH2:17][N:16](C(OC(C)(C)C)=O)[CH2:15][CH2:14]1.Cl. (7) Given the product [Br:1][C:2]1[CH:3]=[CH:4][C:5]([C:8]2[N:13]=[C:12]([S:14][CH2:15][CH3:16])[N:11]3[CH:19]=[CH:20][N:17]=[C:10]3[CH:9]=2)=[CH:6][CH:7]=1, predict the reactants needed to synthesize it. The reactants are: [Br:1][C:2]1[CH:7]=[CH:6][C:5]([C:8]2[N:13]=[C:12]([S:14][CH2:15][CH3:16])[N:11]=[C:10]([NH2:17])[CH:9]=2)=[CH:4][CH:3]=1.Br[CH2:19][CH:20](OC)OC. (8) The reactants are: [NH2:1][C:2]1[N:3]=[C:4]([C:18]2[CH:23]=[CH:22][C:21]([F:24])=[CH:20][CH:19]=2)[C:5]2[C:14](=[O:15])[C:13]3[C:8](=[C:9]([CH2:16]Br)[CH:10]=[CH:11][CH:12]=3)[C:6]=2[N:7]=1.[CH3:25][C:26]1[S:27][C:28](B2OC(C)(C)C(C)(C)O2)=[C:29]([CH3:31])[N:30]=1.C([O-])([O-])=O.[K+].[K+]. Given the product [NH2:1][C:2]1[N:3]=[C:4]([C:18]2[CH:23]=[CH:22][C:21]([F:24])=[CH:20][CH:19]=2)[C:5]2[C:14](=[O:15])[C:13]3[C:8](=[C:9]([CH2:16][C:28]4[S:27][C:26]([CH3:25])=[N:30][C:29]=4[CH3:31])[CH:10]=[CH:11][CH:12]=3)[C:6]=2[N:7]=1, predict the reactants needed to synthesize it.